Dataset: TCR-epitope binding with 47,182 pairs between 192 epitopes and 23,139 TCRs. Task: Binary Classification. Given a T-cell receptor sequence (or CDR3 region) and an epitope sequence, predict whether binding occurs between them. (1) Result: 0 (the TCR does not bind to the epitope). The TCR CDR3 sequence is CASSQDGFQANVLTF. The epitope is RLDKVEAEV. (2) The epitope is QYDPVAALF. The TCR CDR3 sequence is CASSWAGGALVEQYF. Result: 0 (the TCR does not bind to the epitope). (3) The epitope is SLYNTVATL. The TCR CDR3 sequence is CASTQGGEQYF. Result: 0 (the TCR does not bind to the epitope). (4) The epitope is YEGNSPFHPL. The TCR CDR3 sequence is CASSFPSGRAKNIQYF. Result: 1 (the TCR binds to the epitope). (5) The epitope is YFPLQSYGF. The TCR CDR3 sequence is CASSLWVAGGTDTQYF. Result: 1 (the TCR binds to the epitope). (6) The epitope is TLIGDCATV. The TCR CDR3 sequence is CASSFNHRRGSGYNEQFF. Result: 1 (the TCR binds to the epitope). (7) The epitope is KPLEFGATSAAL. The TCR CDR3 sequence is CASSLSREGDTQYF. Result: 1 (the TCR binds to the epitope). (8) The epitope is KLGGALQAK. The TCR CDR3 sequence is CASSSPHYNEQFF. Result: 0 (the TCR does not bind to the epitope). (9) Result: 0 (the TCR does not bind to the epitope). The epitope is LPAADLDDF. The TCR CDR3 sequence is CASSLTGNLYGYTF. (10) The epitope is TPRVTGGGAM. The TCR CDR3 sequence is CATSAGTFHTGELFF. Result: 0 (the TCR does not bind to the epitope).